Dataset: Forward reaction prediction with 1.9M reactions from USPTO patents (1976-2016). Task: Predict the product of the given reaction. (1) Given the reactants [O:1]1[CH2:3][CH:2]1[C:4]1[CH:5]=[N:6][CH:7]=[CH:8][CH:9]=1.[CH2:10]([NH:17][CH:18]1[CH2:24][CH2:23][CH2:22][C:21]2[CH:25]=[CH:26][C:27]([O:29][CH3:30])=[CH:28][C:20]=2[CH2:19]1)[C:11]1[CH:16]=[CH:15][CH:14]=[CH:13][CH:12]=1, predict the reaction product. The product is: [CH2:10]([N:17]([CH2:3][CH:2]([C:4]1[CH:5]=[N:6][CH:7]=[CH:8][CH:9]=1)[OH:1])[CH:18]1[CH2:24][CH2:23][CH2:22][C:21]2[CH:25]=[CH:26][C:27]([O:29][CH3:30])=[CH:28][C:20]=2[CH2:19]1)[C:11]1[CH:12]=[CH:13][CH:14]=[CH:15][CH:16]=1. (2) The product is: [CH3:20][O:19][C:18]1[C:13]2[N:12]=[C:10]([NH:9][C:1](=[O:8])[C:2]3[CH:7]=[CH:6][CH:5]=[CH:4][CH:3]=3)[S:11][C:14]=2[C:15]([C:21]2[CH:26]=[CH:25][CH:24]=[CH:23][CH:22]=2)=[N:16][CH:17]=1. Given the reactants [C:1]([NH:9][C:10]([NH:12][C:13]1[C:18]([O:19][CH3:20])=[CH:17][N:16]=[C:15]([C:21]2[CH:26]=[CH:25][CH:24]=[CH:23][CH:22]=2)[C:14]=1I)=[S:11])(=[O:8])[C:2]1[CH:7]=[CH:6][CH:5]=[CH:4][CH:3]=1.N1C2C(=CC=C3C=2N=CC=C3)C=CC=1.C(=O)([O-])[O-].[Cs+].[Cs+], predict the reaction product. (3) Given the reactants [CH3:1][N:2]([CH3:20])[C:3]1[CH:8]=[CH:7][N:6]2[CH:9]=[C:10]([C:12]3[CH:17]=[CH:16][C:15]([CH2:18][OH:19])=[CH:14][CH:13]=3)[N:11]=[C:5]2[CH:4]=1.[OH-].[K+].Br[CH2:24][CH2:25][F:26], predict the reaction product. The product is: [F:26][CH2:25][CH2:24][O:19][CH2:18][C:15]1[CH:16]=[CH:17][C:12]([C:10]2[N:11]=[C:5]3[CH:4]=[C:3]([N:2]([CH3:20])[CH3:1])[CH:8]=[CH:7][N:6]3[CH:9]=2)=[CH:13][CH:14]=1.